Dataset: Full USPTO retrosynthesis dataset with 1.9M reactions from patents (1976-2016). Task: Predict the reactants needed to synthesize the given product. Given the product [Br:1][C:2]1[CH:3]=[C:4]([C:8]([NH:21][S@@:22]([C:24]([CH3:27])([CH3:26])[CH3:25])=[O:23])([CH2:11][C:12](=[O:30])[C:13]([F:16])([F:15])[F:14])[CH2:9][F:10])[CH:5]=[CH:6][CH:7]=1, predict the reactants needed to synthesize it. The reactants are: [Br:1][C:2]1[CH:3]=[C:4]([C:8]([NH:21][S@@:22]([C:24]([CH3:27])([CH3:26])[CH3:25])=[O:23])([CH2:11]/[C:12](=N/N(C)C)/[C:13]([F:16])([F:15])[F:14])[CH2:9][F:10])[CH:5]=[CH:6][CH:7]=1.Cl.C(=O)(O)[O-:30].[Na+].